This data is from NCI-60 drug combinations with 297,098 pairs across 59 cell lines. The task is: Regression. Given two drug SMILES strings and cell line genomic features, predict the synergy score measuring deviation from expected non-interaction effect. Drug 1: CC1=C(C(CCC1)(C)C)C=CC(=CC=CC(=CC(=O)O)C)C. Drug 2: CC1=C2C(C(=O)C3(C(CC4C(C3C(C(C2(C)C)(CC1OC(=O)C(C(C5=CC=CC=C5)NC(=O)C6=CC=CC=C6)O)O)OC(=O)C7=CC=CC=C7)(CO4)OC(=O)C)O)C)OC(=O)C. Cell line: HCT-15. Synergy scores: CSS=0.889, Synergy_ZIP=1.86, Synergy_Bliss=2.81, Synergy_Loewe=-0.550, Synergy_HSA=-0.294.